This data is from Peptide-MHC class II binding affinity with 134,281 pairs from IEDB. The task is: Regression. Given a peptide amino acid sequence and an MHC pseudo amino acid sequence, predict their binding affinity value. This is MHC class II binding data. (1) The peptide sequence is IDGNCDGRGKSTRST. The MHC is DRB1_1301 with pseudo-sequence DRB1_1301. The binding affinity (normalized) is 0.365. (2) The peptide sequence is PSPIGYLGLLSQRTR. The MHC is DRB1_1302 with pseudo-sequence DRB1_1302. The binding affinity (normalized) is 0.436. (3) The peptide sequence is EKKYFAATQFEPLAV. The MHC is HLA-DPA10301-DPB10402 with pseudo-sequence HLA-DPA10301-DPB10402. The binding affinity (normalized) is 0.824. (4) The peptide sequence is WVSATLEQDKCVTVM. The MHC is HLA-DQA10201-DQB10402 with pseudo-sequence HLA-DQA10201-DQB10402. The binding affinity (normalized) is 0.